This data is from Full USPTO retrosynthesis dataset with 1.9M reactions from patents (1976-2016). The task is: Predict the reactants needed to synthesize the given product. (1) Given the product [CH3:26][O:27][CH2:28][C:4]1([C:7]([O:9][CH3:10])=[O:8])[CH2:3][CH2:2][N:1]([C:11]([O:13][C:14]([CH3:17])([CH3:16])[CH3:15])=[O:12])[CH2:6][CH2:5]1, predict the reactants needed to synthesize it. The reactants are: [N:1]1([C:11]([O:13][C:14]([CH3:17])([CH3:16])[CH3:15])=[O:12])[CH2:6][CH2:5][CH:4]([C:7]([O:9][CH3:10])=[O:8])[CH2:3][CH2:2]1.C([N-]C(C)C)(C)C.[Li+].[CH3:26][O:27][CH2:28]Cl. (2) Given the product [C:17]([Si:21]([CH3:37])([CH3:36])[O:22][CH2:23][CH2:24][O:25][C:26]1[C:27]([CH3:35])=[CH:28][C:29]([C:30]2[NH:6][C:4](=[O:5])[C:3]3[C:2](=[CH:10][CH:9]=[C:8]([N:11]4[CH2:12][CH2:13][O:14][CH2:15][CH2:16]4)[CH:7]=3)[N:1]=2)=[CH:32][C:33]=1[CH3:34])([CH3:20])([CH3:19])[CH3:18], predict the reactants needed to synthesize it. The reactants are: [NH2:1][C:2]1[CH:10]=[CH:9][C:8]([N:11]2[CH2:16][CH2:15][O:14][CH2:13][CH2:12]2)=[CH:7][C:3]=1[C:4]([NH2:6])=[O:5].[C:17]([Si:21]([CH3:37])([CH3:36])[O:22][CH2:23][CH2:24][O:25][C:26]1[C:33]([CH3:34])=[CH:32][C:29]([CH:30]=O)=[CH:28][C:27]=1[CH3:35])([CH3:20])([CH3:19])[CH3:18].S([O-])(O)=O.[Na+].C1(C)C=CC(S(O)(=O)=O)=CC=1.C(=O)(O)[O-].[Na+]. (3) Given the product [CH:27]([N:28]1[CH2:31][C:30](=[N:1][CH2:2][C@H:3]([OH:20])[CH2:4][O:5][C:6]2[CH:11]=[CH:10][C:9]([O:12][CH2:13][C:14]3[CH:15]=[CH:16][CH:17]=[CH:18][CH:19]=3)=[CH:8][CH:7]=2)[CH2:29]1)([C:33]1[CH:34]=[CH:35][CH:36]=[CH:37][CH:38]=1)[C:21]1[CH:22]=[CH:23][CH:24]=[CH:25][CH:26]=1, predict the reactants needed to synthesize it. The reactants are: [NH2:1][CH2:2][C@H:3]([OH:20])[CH2:4][O:5][C:6]1[CH:11]=[CH:10][C:9]([O:12][CH2:13][C:14]2[CH:19]=[CH:18][CH:17]=[CH:16][CH:15]=2)=[CH:8][CH:7]=1.[C:21]1([CH:27]([C:33]2[CH:38]=[CH:37][CH:36]=[CH:35][CH:34]=2)[N:28]2[CH2:31][C:30](=O)[CH2:29]2)[CH:26]=[CH:25][CH:24]=[CH:23][CH:22]=1.COC(OC)OC. (4) Given the product [Br:2][C:3]1[CH:8]=[CH:7][C:6]2[O:9][C:12]3[CH2:13][N:14]([C:19]([O:21][C:22]([CH3:25])([CH3:24])[CH3:23])=[O:20])[CH2:15][CH2:16][CH2:17][C:18]=3[C:5]=2[CH:4]=1, predict the reactants needed to synthesize it. The reactants are: Cl.[Br:2][C:3]1[CH:8]=[CH:7][C:6]([O:9]N)=[CH:5][CH:4]=1.O=[C:12]1[CH2:18][CH2:17][CH2:16][CH2:15][N:14]([C:19]([O:21][C:22]([CH3:25])([CH3:24])[CH3:23])=[O:20])[CH2:13]1. (5) Given the product [OH:9][CH:10]1[CH2:15][CH2:14][N:13]([C:16]2[S:17][C:18]3[C:23](=[O:24])[NH:22][C:21]([CH2:25][CH2:26][C:27]([O:29][CH3:30])=[O:28])=[N:20][C:19]=3[N:31]=2)[CH2:12][CH2:11]1, predict the reactants needed to synthesize it. The reactants are: C([O:9][CH:10]1[CH2:15][CH2:14][N:13]([C:16]2[S:17][C:18]3[C:23](=[O:24])[NH:22][C:21]([CH2:25][CH2:26][C:27]([O:29][CH3:30])=[O:28])=[N:20][C:19]=3[N:31]=2)[CH2:12][CH2:11]1)(=O)CCC(OC)=O.C[O-].[Na+]. (6) Given the product [Cl:58][CH2:14][C@@H:12]1[C@@H:11]([O:16][Si:17]([CH:24]([CH3:26])[CH3:25])([CH:21]([CH3:23])[CH3:22])[CH:18]([CH3:20])[CH3:19])[C@H:10]([O:27][Si:28]([CH:35]([CH3:37])[CH3:36])([CH:32]([CH3:34])[CH3:33])[CH:29]([CH3:31])[CH3:30])[CH:9]=[C:8]([C:7]2[CH:6]=[CH:5][N:4]=[CH:3][C:2]=2[NH2:1])[O:13]1, predict the reactants needed to synthesize it. The reactants are: [NH2:1][C:2]1[CH:3]=[N:4][CH:5]=[CH:6][C:7]=1[C:8]1[O:13][C@H:12]([CH2:14]O)[C@@H:11]([O:16][Si:17]([CH:24]([CH3:26])[CH3:25])([CH:21]([CH3:23])[CH3:22])[CH:18]([CH3:20])[CH3:19])[C@H:10]([O:27][Si:28]([CH:35]([CH3:37])[CH3:36])([CH:32]([CH3:34])[CH3:33])[CH:29]([CH3:31])[CH3:30])[CH:9]=1.C1(P(C2C=CC=CC=2)C2C=CC=CC=2)C=CC=CC=1.C(Cl)(Cl)(Cl)[Cl:58]. (7) Given the product [Cl:28][C:15]1[CH:14]=[C:13]([NH:12][C:9]2[C:10]3[S:11][C:3]([C:37]#[C:36][C@@H:38]4[CH2:42][O:41][C:40]([CH3:44])([CH3:43])[N:39]4[C:45]([O:47][C:48]([CH3:51])([CH3:50])[CH3:49])=[O:46])=[CH:4][C:5]=3[N:6]=[CH:7][N:8]=2)[CH:18]=[CH:17][C:16]=1[O:19][CH2:20][C:21]1[CH:26]=[CH:25][CH:24]=[C:23]([F:27])[CH:22]=1, predict the reactants needed to synthesize it. The reactants are: Cl.Br[C:3]1[S:11][C:10]2[C:9]([NH:12][C:13]3[CH:18]=[CH:17][C:16]([O:19][CH2:20][C:21]4[CH:26]=[CH:25][CH:24]=[C:23]([F:27])[CH:22]=4)=[C:15]([Cl:28])[CH:14]=3)=[N:8][CH:7]=[N:6][C:5]=2[CH:4]=1.C(N(CC)CC)C.[C:36]([C@@H:38]1[CH2:42][O:41][C:40]([CH3:44])([CH3:43])[N:39]1[C:45]([O:47][C:48]([CH3:51])([CH3:50])[CH3:49])=[O:46])#[CH:37].